This data is from NCI-60 drug combinations with 297,098 pairs across 59 cell lines. The task is: Regression. Given two drug SMILES strings and cell line genomic features, predict the synergy score measuring deviation from expected non-interaction effect. (1) Drug 1: CNC(=O)C1=CC=CC=C1SC2=CC3=C(C=C2)C(=NN3)C=CC4=CC=CC=N4. Drug 2: CCCCC(=O)OCC(=O)C1(CC(C2=C(C1)C(=C3C(=C2O)C(=O)C4=C(C3=O)C=CC=C4OC)O)OC5CC(C(C(O5)C)O)NC(=O)C(F)(F)F)O. Cell line: HT29. Synergy scores: CSS=-1.05, Synergy_ZIP=2.26, Synergy_Bliss=1.84, Synergy_Loewe=-0.917, Synergy_HSA=-1.12. (2) Drug 1: CS(=O)(=O)C1=CC(=C(C=C1)C(=O)NC2=CC(=C(C=C2)Cl)C3=CC=CC=N3)Cl. Drug 2: COCCOC1=C(C=C2C(=C1)C(=NC=N2)NC3=CC=CC(=C3)C#C)OCCOC.Cl. Cell line: NCI/ADR-RES. Synergy scores: CSS=11.7, Synergy_ZIP=-3.03, Synergy_Bliss=4.02, Synergy_Loewe=4.73, Synergy_HSA=4.79. (3) Synergy scores: CSS=1.29, Synergy_ZIP=1.42, Synergy_Bliss=3.56, Synergy_Loewe=0.484, Synergy_HSA=1.13. Cell line: 786-0. Drug 1: C1CCN(CC1)CCOC2=CC=C(C=C2)C(=O)C3=C(SC4=C3C=CC(=C4)O)C5=CC=C(C=C5)O. Drug 2: CC(C)CN1C=NC2=C1C3=CC=CC=C3N=C2N. (4) Cell line: T-47D. Drug 2: C1=CC(=C(C=C1I)F)NC2=C(C=CC(=C2F)F)C(=O)NOCC(CO)O. Synergy scores: CSS=-1.75, Synergy_ZIP=3.20, Synergy_Bliss=-1.78, Synergy_Loewe=-4.39, Synergy_HSA=-3.59. Drug 1: CC1CC2C3CCC4=CC(=O)C=CC4(C3(C(CC2(C1(C(=O)CO)O)C)O)F)C. (5) Drug 1: CCCCCOC(=O)NC1=NC(=O)N(C=C1F)C2C(C(C(O2)C)O)O. Drug 2: C1CN1C2=NC(=NC(=N2)N3CC3)N4CC4. Cell line: SK-MEL-2. Synergy scores: CSS=13.0, Synergy_ZIP=-5.94, Synergy_Bliss=-0.398, Synergy_Loewe=-24.2, Synergy_HSA=-4.51. (6) Drug 1: CCCCCOC(=O)NC1=NC(=O)N(C=C1F)C2C(C(C(O2)C)O)O. Drug 2: CS(=O)(=O)CCNCC1=CC=C(O1)C2=CC3=C(C=C2)N=CN=C3NC4=CC(=C(C=C4)OCC5=CC(=CC=C5)F)Cl. Cell line: NCI-H322M. Synergy scores: CSS=12.7, Synergy_ZIP=-3.58, Synergy_Bliss=-1.46, Synergy_Loewe=-13.9, Synergy_HSA=1.20. (7) Drug 1: CC1=C(C(=O)C2=C(C1=O)N3CC4C(C3(C2COC(=O)N)OC)N4)N. Drug 2: CC1C(C(CC(O1)OC2CC(CC3=C2C(=C4C(=C3O)C(=O)C5=CC=CC=C5C4=O)O)(C(=O)C)O)N)O. Cell line: 786-0. Synergy scores: CSS=55.5, Synergy_ZIP=1.71, Synergy_Bliss=3.86, Synergy_Loewe=3.22, Synergy_HSA=4.85. (8) Cell line: TK-10. Drug 1: C(CC(=O)O)C(=O)CN.Cl. Synergy scores: CSS=8.40, Synergy_ZIP=-1.16, Synergy_Bliss=1.21, Synergy_Loewe=-1.26, Synergy_HSA=0.559. Drug 2: C(CN)CNCCSP(=O)(O)O. (9) Drug 1: CC1=C(C(=CC=C1)Cl)NC(=O)C2=CN=C(S2)NC3=CC(=NC(=N3)C)N4CCN(CC4)CCO. Drug 2: CNC(=O)C1=NC=CC(=C1)OC2=CC=C(C=C2)NC(=O)NC3=CC(=C(C=C3)Cl)C(F)(F)F. Cell line: HOP-62. Synergy scores: CSS=15.0, Synergy_ZIP=-2.31, Synergy_Bliss=3.46, Synergy_Loewe=-23.0, Synergy_HSA=-3.74. (10) Drug 1: CC1CCC2CC(C(=CC=CC=CC(CC(C(=O)C(C(C(=CC(C(=O)CC(OC(=O)C3CCCCN3C(=O)C(=O)C1(O2)O)C(C)CC4CCC(C(C4)OC)OCCO)C)C)O)OC)C)C)C)OC. Drug 2: C(CCl)NC(=O)N(CCCl)N=O. Cell line: CCRF-CEM. Synergy scores: CSS=-2.18, Synergy_ZIP=2.92, Synergy_Bliss=4.00, Synergy_Loewe=-4.78, Synergy_HSA=-3.24.